Dataset: Choline transporter screen with 302,306 compounds. Task: Binary Classification. Given a drug SMILES string, predict its activity (active/inactive) in a high-throughput screening assay against a specified biological target. (1) The compound is OC(c1ccccc1)(c1ccccc1)C(=O)N\N=C(/c1ccccc1)c1cccnc1. The result is 0 (inactive). (2) The drug is O=C(NC12CC3CC(C1)CC(C2)C3)COC(=O)c1c(n(nc1C)c1ccccc1)C. The result is 0 (inactive). (3) The compound is Fc1cc(C(=O)Nc2cc3c(=O)n4CCCCc4nc3cc2)ccc1. The result is 0 (inactive). (4) The molecule is Clc1c(Cc2sc(NC(=O)C3OCCC3)nc2)cccc1. The result is 0 (inactive). (5) The molecule is S(c1[nH]c2c(n1)ccc(c2)C)CC(=O)c1cc2OCOc2cc1. The result is 0 (inactive).